This data is from Reaction yield outcomes from USPTO patents with 853,638 reactions. The task is: Predict the reaction yield, written as a fraction of the theoretical maximum amount of product (1.0 means a 100% yield; for example, 0.34 means a 34% yield). (1) The reactants are [NH2:1][CH:2]1[CH2:11][C:10]2[N:9]=[CH:8][C:7]([N:12]3[C:17](=[O:18])[CH:16]=[N:15][C:14]4[CH:19]=[CH:20][C:21]([O:23][CH3:24])=[N:22][C:13]3=4)=[CH:6][C:5]=2[CH2:4][CH2:3]1.CO.[O:27]1[C:36]2[CH:35]=[C:34]([CH:37]=O)[N:33]=[CH:32][C:31]=2[O:30][CH2:29][CH2:28]1.C(O[BH-](OC(=O)C)OC(=O)C)(=O)C.[Na+].C(Cl)[Cl:54]. No catalyst specified. The product is [ClH:54].[O:27]1[C:36]2[CH:35]=[C:34]([CH2:37][NH:1][CH:2]3[CH2:11][C:10]4[N:9]=[CH:8][C:7]([N:12]5[C:17](=[O:18])[CH:16]=[N:15][C:14]6[CH:19]=[CH:20][C:21]([O:23][CH3:24])=[N:22][C:13]5=6)=[CH:6][C:5]=4[CH2:4][CH2:3]3)[N:33]=[CH:32][C:31]=2[O:30][CH2:29][CH2:28]1. The yield is 0.110. (2) The reactants are [Cl:1][C:2]1[N:11]=[C:10]([NH:12][C:13]2[CH:14]=[N:15][C:16]([O:19][CH3:20])=[CH:17][CH:18]=2)[C:9]2[C:4](=[CH:5][CH:6]=[CH:7][CH:8]=2)[N:3]=1.[CH3:21]I.[H-].[Na+]. The catalyst is CN(C=O)C. The product is [Cl:1][C:2]1[N:11]=[C:10]([N:12]([C:13]2[CH:14]=[N:15][C:16]([O:19][CH3:20])=[CH:17][CH:18]=2)[CH3:21])[C:9]2[C:4](=[CH:5][CH:6]=[CH:7][CH:8]=2)[N:3]=1. The yield is 0.700. (3) The reactants are [Cl:1][C:2]1[CH:3]=[C:4]([CH:34]=[C:35]([O:38][CH3:39])[C:36]=1[OH:37])/[CH:5]=[C:6]1/[C:7](=[O:33])[N:8]2[C:13](C3C=CC(C(NCCNC(=O)OC(C)(C)C)=O)=CC=3)=[CH:12][N:11]=[C:9]2[S:10]/1.[O:40]1[CH2:44][CH2:43][CH2:42][CH2:41]1. No catalyst specified. The product is [NH2:8][CH2:13][CH2:12][NH:11][C:44](=[O:40])[C:43]1[CH:3]=[CH:2][C:36]([C:12]2[N:11]=[C:9]3[N:8]([CH:13]=2)[C:7](=[O:33])/[C:6](=[CH:5]/[C:4]2[CH:34]=[C:35]([O:38][CH3:39])[C:36]([OH:37])=[C:2]([Cl:1])[CH:3]=2)/[S:10]3)=[CH:41][CH:42]=1. The yield is 0.900. (4) The reactants are C[O:2][C:3](=O)[CH2:4][C@@H:5]1[CH2:9][S:8][C:7]([C:10]2[NH:11][C:12]3[C:17]([CH:18]=2)=[CH:16][C:15]([Cl:19])=[CH:14][C:13]=3[NH:20][CH:21]2[CH2:25][CH2:24][CH2:23][CH2:22]2)=[N:6]1.O1CCCC1.[BH4-].[Li+].O. The catalyst is O1CCCC1. The product is [Cl:19][C:15]1[CH:16]=[C:17]2[C:12](=[C:13]([NH:20][CH:21]3[CH2:25][CH2:24][CH2:23][CH2:22]3)[CH:14]=1)[NH:11][C:10]([C:7]1[S:8][CH2:9][C@@H:5]([CH2:4][CH2:3][OH:2])[N:6]=1)=[CH:18]2. The yield is 1.00. (5) The reactants are [N+:1]([C:4]1[CH:13]=[C:12]2[C:7]([CH2:8][CH2:9][N:10]([C:14]([O:16][C:17]([CH3:20])([CH3:19])[CH3:18])=[O:15])[CH2:11]2)=[CH:6][CH:5]=1)([O-])=O. The catalyst is CO.[OH-].[OH-].[Pd+2]. The product is [NH2:1][C:4]1[CH:13]=[C:12]2[C:7]([CH2:8][CH2:9][N:10]([C:14]([O:16][C:17]([CH3:20])([CH3:19])[CH3:18])=[O:15])[CH2:11]2)=[CH:6][CH:5]=1. The yield is 0.690. (6) The reactants are [CH3:1][O:2][C:3]1[C:12]2[CH2:11][C@@H:10]([NH:13]C(=O)C(F)(F)F)[CH2:9][CH2:8][C:7]=2[C:6]([S:20](Cl)(=[O:22])=[O:21])=[CH:5][CH:4]=1.[Cl:24][C:25]1[CH:26]=[C:27]([CH:29]=[CH:30][C:31]=1[Cl:32])[NH2:28].[OH-].[Na+].[NH4+].[Cl-]. The catalyst is C1COCC1.ClCCl.N1C=CC=CC=1. The product is [NH2:13][C@H:10]1[CH2:9][CH2:8][C:7]2[C:6]([S:20]([NH:28][C:27]3[CH:29]=[CH:30][C:31]([Cl:32])=[C:25]([Cl:24])[CH:26]=3)(=[O:21])=[O:22])=[CH:5][CH:4]=[C:3]([O:2][CH3:1])[C:12]=2[CH2:11]1. The yield is 0.990.